Task: Predict the product of the given reaction.. Dataset: Forward reaction prediction with 1.9M reactions from USPTO patents (1976-2016) (1) Given the reactants CCCC[N+](CCCC)(CCCC)CCCC.[F-].[F:19][C:20]([F:39])([F:38])[C:21]1[CH:26]=[CH:25][C:24]([CH2:27][C:28]([O:30][CH3:31])=[O:29])=[C:23]([C:32]#[C:33][Si](C)(C)C)[CH:22]=1, predict the reaction product. The product is: [C:32]([C:23]1[CH:22]=[C:21]([C:20]([F:19])([F:39])[F:38])[CH:26]=[CH:25][C:24]=1[CH2:27][C:28]([O:30][CH3:31])=[O:29])#[CH:33]. (2) Given the reactants [CH2:1]([C@H:8]([NH:23][C:24](=[O:30])[O:25][C:26]([CH3:29])([CH3:28])[CH3:27])[C@H:9]([OH:22])[CH2:10][NH:11][CH2:12][CH2:13][CH2:14][CH2:15][C:16]1([CH3:21])[O:20][CH2:19][CH2:18][O:17]1)[C:2]1[CH:7]=[CH:6][CH:5]=[CH:4][CH:3]=1.C(N(C(C)C)C(C)C)C.[CH3:40][O:41][C:42]1[CH:47]=[CH:46][C:45]([S:48](Cl)(=[O:50])=[O:49])=[CH:44][CH:43]=1, predict the reaction product. The product is: [CH2:1]([C@H:8]([NH:23][C:24](=[O:30])[O:25][C:26]([CH3:29])([CH3:28])[CH3:27])[C@@H:9]([OH:22])[CH:10]([NH:11][CH2:12][CH2:13][CH2:14][CH2:15][C:16]1([CH3:21])[O:20][CH2:19][CH2:18][O:17]1)[S:48]([C:45]1[CH:44]=[CH:43][C:42]([O:41][CH3:40])=[CH:47][CH:46]=1)(=[O:50])=[O:49])[C:2]1[CH:7]=[CH:6][CH:5]=[CH:4][CH:3]=1. (3) The product is: [O:14]=[C:12]1[N:11]2[CH2:15][CH2:16][NH:17][C:10]2=[CH:9][C:8]([O:7][CH2:6][C:5]2[CH:4]=[C:3]([CH:27]=[CH:26][CH:25]=2)[C:1]#[N:2])=[N:13]1. Given the reactants [C:1]([C:3]1[CH:4]=[C:5]([CH:25]=[CH:26][CH:27]=1)[CH2:6][O:7][C:8]1[CH:9]=[C:10]2[N:17](C(OC(C)(C)C)=O)[CH2:16][CH2:15][N:11]2[C:12](=[O:14])[N:13]=1)#[N:2].C(O)(C(F)(F)F)=O, predict the reaction product. (4) Given the reactants [C:1]([C:4]1[CH:13]=[CH:12][CH:11]=[C:10]2[C:5]=1[CH2:6][CH2:7][N:8]1[C:18](=[O:19])[CH2:17][NH:16][C:15](=O)[CH:14]=[C:9]12)(=[O:3])[CH3:2].O=P(Cl)(Cl)Cl.[CH2:26]([C:28]1[N:29]=[CH:30][NH:31][CH:32]=1)[CH3:27].C([O-])(O)=O.[Na+], predict the reaction product. The product is: [C:1]([C:4]1[CH:13]=[CH:12][CH:11]=[C:10]2[C:5]=1[CH2:6][CH2:7][N:8]1[C:18](=[O:19])[CH2:17][N:16]=[C:15]([N:31]3[CH:32]=[C:28]([CH2:26][CH3:27])[N:29]=[CH:30]3)[CH:14]=[C:9]12)(=[O:3])[CH3:2]. (5) Given the reactants S(=O)(=O)(O)O.[C:6]([C:8]1[CH:9]=[CH:10][C:11]([C:14]2[N:18]([C:19]3[CH:20]=[N:21][CH:22]=[CH:23][CH:24]=3)[N:17]=[C:16]([C:25]([NH:27][C:28]([CH3:32])([CH3:31])[CH2:29][F:30])=[O:26])[CH:15]=2)=[N:12][CH:13]=1)#[CH:7].ClCCl.C(=O)([O-])[O-:37].[K+].[K+], predict the reaction product. The product is: [F:30][CH2:29][C:28]([NH:27][C:25]([C:16]1[CH:15]=[C:14]([C:11]2[CH:10]=[CH:9][C:8]([C:6](=[O:37])[CH3:7])=[CH:13][N:12]=2)[N:18]([C:19]2[CH:20]=[N:21][CH:22]=[CH:23][CH:24]=2)[N:17]=1)=[O:26])([CH3:32])[CH3:31].